Dataset: Forward reaction prediction with 1.9M reactions from USPTO patents (1976-2016). Task: Predict the product of the given reaction. (1) Given the reactants C([O:4][C:5](=[O:62])[C@H:6]([CH2:15][C:16]1[CH:21]=[CH:20][C:19]([O:22][C:23](=[O:61])[NH:24][CH2:25][CH2:26][C@H:27]([NH:53][C:54]([O:56][C:57]([CH3:60])([CH3:59])[CH3:58])=[O:55])[C:28](=[O:52])[NH:29][CH2:30][CH2:31][S:32][C:33]([C:46]2[CH:51]=[CH:50][CH:49]=[CH:48][CH:47]=2)([C:40]2[CH:45]=[CH:44][CH:43]=[CH:42][CH:41]=2)[C:34]2[CH:39]=[CH:38][CH:37]=[CH:36][CH:35]=2)=[CH:18][CH:17]=1)[NH:7][C:8]([O:10][C:11]([CH3:14])([CH3:13])[CH3:12])=[O:9])C=C.C(N(CC)CC)C.C(O)=O, predict the reaction product. The product is: [C:11]([O:10][C:8]([NH:7][C@H:6]([C:5]([OH:62])=[O:4])[CH2:15][C:16]1[CH:17]=[CH:18][C:19]([O:22][C:23](=[O:61])[NH:24][CH2:25][CH2:26][C@H:27]([NH:53][C:54]([O:56][C:57]([CH3:59])([CH3:58])[CH3:60])=[O:55])[C:28](=[O:52])[NH:29][CH2:30][CH2:31][S:32][C:33]([C:46]2[CH:47]=[CH:48][CH:49]=[CH:50][CH:51]=2)([C:34]2[CH:39]=[CH:38][CH:37]=[CH:36][CH:35]=2)[C:40]2[CH:41]=[CH:42][CH:43]=[CH:44][CH:45]=2)=[CH:20][CH:21]=1)=[O:9])([CH3:12])([CH3:13])[CH3:14]. (2) Given the reactants [CH2:1]([O:8][N:9]1[C:15](=[O:16])[N:14]2[CH2:17][CH:10]1[CH2:11][CH2:12][CH:13]2[C:18]([OH:20])=O)[C:2]1[CH:7]=[CH:6][CH:5]=[CH:4][CH:3]=1.C(N(CC)CC)C.ClC(OCC(C)C)=O.[NH:36]([C:38](=[O:48])[CH2:39][NH:40][C:41](=[O:47])[O:42][C:43]([CH3:46])([CH3:45])[CH3:44])[NH2:37], predict the reaction product. The product is: [C:43]([O:42][C:41](=[O:47])[NH:40][CH2:39][C:38]([NH:36][NH:37][C:18]([CH:13]1[CH2:12][CH2:11][CH:10]2[CH2:17][N:14]1[C:15](=[O:16])[N:9]2[O:8][CH2:1][C:2]1[CH:3]=[CH:4][CH:5]=[CH:6][CH:7]=1)=[O:20])=[O:48])([CH3:46])([CH3:44])[CH3:45].